Dataset: Reaction yield outcomes from USPTO patents with 853,638 reactions. Task: Predict the reaction yield, written as a fraction of the theoretical maximum amount of product (1.0 means a 100% yield; for example, 0.34 means a 34% yield). (1) The reactants are [CH3:1][O:2][C:3]1[CH:27]=[CH:26][C:6]([CH2:7][CH2:8][NH:9][C:10]([C:12]2([NH2:25])[CH2:17][CH2:16][N:15]([C:18]([O:20][C:21]([CH3:24])([CH3:23])[CH3:22])=[O:19])[CH2:14][CH2:13]2)=[O:11])=[CH:5][CH:4]=1.C([O-])([O-])=O.[K+].[K+].[C:34]([C:38]1[CH:43]=[CH:42][C:41]([CH2:44][CH:45]=O)=[CH:40][CH:39]=1)([CH3:37])([CH3:36])[CH3:35]. The catalyst is CO.C(OCC)(=O)C. The product is [C:21]([O:20][C:18]([N:15]1[CH2:16][CH2:17][C:12]2([NH:25][CH:45]([CH2:44][C:41]3[CH:40]=[CH:39][C:38]([C:34]([CH3:35])([CH3:37])[CH3:36])=[CH:43][CH:42]=3)[N:9]([CH2:8][CH2:7][C:6]3[CH:26]=[CH:27][C:3]([O:2][CH3:1])=[CH:4][CH:5]=3)[C:10]2=[O:11])[CH2:13][CH2:14]1)=[O:19])([CH3:23])([CH3:24])[CH3:22]. The yield is 0.340. (2) The reactants are C[O:2][C:3]([C:5]1[C:14]([OH:15])=[C:13]2[C:8]([CH2:9][C:10]([CH3:18])([CH3:17])[O:11][C:12]2=[O:16])=[CH:7][CH:6]=1)=[O:4].[OH-].[Na+]. The catalyst is C(O)C. The product is [OH:15][C:14]1[C:5]([C:3]([OH:4])=[O:2])=[CH:6][CH:7]=[C:8]2[C:13]=1[C:12](=[O:16])[O:11][C:10]([CH3:18])([CH3:17])[CH2:9]2. The yield is 1.00.